This data is from Full USPTO retrosynthesis dataset with 1.9M reactions from patents (1976-2016). The task is: Predict the reactants needed to synthesize the given product. (1) Given the product [Br:1][C:2]1[C:7]([C:8]([NH2:19])=[O:9])=[CH:6][C:5]([NH:12][C:13]([NH:15][CH2:16][CH2:17][CH3:18])=[O:14])=[N:4][CH:3]=1, predict the reactants needed to synthesize it. The reactants are: [Br:1][C:2]1[C:7]([C:8](OC)=[O:9])=[CH:6][C:5]([NH:12][C:13]([NH:15][CH2:16][CH2:17][CH3:18])=[O:14])=[N:4][CH:3]=1.[NH3:19]. (2) Given the product [CH2:1]([O:2][C:3](=[O:19])[CH2:4][O:5][C:6]1[CH:11]=[C:10]([Br:12])[C:9]([O:13][CH2:14][C:15]2[S:17][CH:21]=[C:22]([C:24]3[CH:29]=[CH:28][C:27]([N+:30]([O-:32])=[O:31])=[CH:26][CH:25]=3)[N:16]=2)=[CH:8][C:7]=1[CH3:18])[CH3:33], predict the reactants needed to synthesize it. The reactants are: [CH3:1][O:2][C:3](=[O:19])[CH2:4][O:5][C:6]1[CH:11]=[C:10]([Br:12])[C:9]([O:13][CH2:14][C:15](=[S:17])[NH2:16])=[CH:8][C:7]=1[CH3:18].Br[CH2:21][C:22]([C:24]1[CH:29]=[CH:28][C:27]([N+:30]([O-:32])=[O:31])=[CH:26][CH:25]=1)=O.[CH3:33]CO. (3) Given the product [C:1]([Si:5]([CH3:16])([CH3:15])[O:6][C:7]1[CH:8]=[CH:9][C:10]([F:14])=[C:11]([O:13][Si:17]([C:30]([CH3:33])([CH3:32])[CH3:31])([C:24]2[CH:25]=[CH:26][CH:27]=[CH:28][CH:29]=2)[C:18]2[CH:23]=[CH:22][CH:21]=[CH:20][CH:19]=2)[CH:12]=1)([CH3:4])([CH3:3])[CH3:2], predict the reactants needed to synthesize it. The reactants are: [C:1]([Si:5]([CH3:16])([CH3:15])[O:6][C:7]1[CH:8]=[CH:9][C:10]([F:14])=[C:11]([OH:13])[CH:12]=1)([CH3:4])([CH3:3])[CH3:2].[Si:17](Cl)([C:30]([CH3:33])([CH3:32])[CH3:31])([C:24]1[CH:29]=[CH:28][CH:27]=[CH:26][CH:25]=1)[C:18]1[CH:23]=[CH:22][CH:21]=[CH:20][CH:19]=1.N1C=CN=C1. (4) Given the product [F:1][C:2]1[CH:7]=[CH:6][C:5]([C:8](=[NH:12])[NH:9][OH:10])=[CH:4][CH:3]=1, predict the reactants needed to synthesize it. The reactants are: [F:1][C:2]1[CH:7]=[CH:6][C:5]([C:8]2[N:12]=C(C(O)C)[O:10][N:9]=2)=[CH:4][CH:3]=1.FC1C=CC(C2N=C(C(=O)C)ON=2)=CC=1.FC1C=CC(C#N)=CC=1.Cl.NO. (5) Given the product [CH2:1]([C:3]1[C:7]([S:8][C:9]2[CH:14]=[CH:13][C:12]([F:15])=[CH:11][CH:10]=2)=[C:6]([CH2:16][CH3:17])[N:5]([CH2:41][C:26]([NH:27][S:29]([C:32]2[CH:37]=[CH:36][C:35]([N+:38]([O-:40])=[O:39])=[CH:34][CH:33]=2)(=[O:30])=[O:31])([CH3:25])[CH3:28])[N:4]=1)[CH3:2], predict the reactants needed to synthesize it. The reactants are: [CH2:1]([C:3]1[C:7]([S:8][C:9]2[CH:14]=[CH:13][C:12]([F:15])=[CH:11][CH:10]=2)=[C:6]([CH2:16][CH3:17])[NH:5][N:4]=1)[CH3:2].N1C=CC=N1.[H-].[Na+].[CH3:25][C:26]1([CH3:41])[CH2:28][N:27]1[S:29]([C:32]1[CH:37]=[CH:36][C:35]([N+:38]([O-:40])=[O:39])=[CH:34][CH:33]=1)(=[O:31])=[O:30].